From a dataset of Full USPTO retrosynthesis dataset with 1.9M reactions from patents (1976-2016). Predict the reactants needed to synthesize the given product. (1) Given the product [Cl:14][C:11]1[CH:10]=[N:9][N:8]([C:7]2[CH:6]=[CH:5][C:4]([OH:13])=[CH:3][C:2]=2[F:1])[CH:12]=1, predict the reactants needed to synthesize it. The reactants are: [F:1][C:2]1[CH:3]=[C:4]([OH:13])[CH:5]=[CH:6][C:7]=1[N:8]1[CH:12]=[CH:11][CH:10]=[N:9]1.[Cl:14]N1C(=O)CCC1=O. (2) Given the product [F:1][C:2]([F:9])([F:8])[CH2:3][C@@H:4]([CH3:7])[CH:5]=[O:6], predict the reactants needed to synthesize it. The reactants are: [F:1][C:2]([F:9])([F:8])[CH2:3][C@@H:4]([CH3:7])[CH2:5][OH:6].CC(OI1(OC(C)=O)(OC(C)=O)OC(=O)C2C=CC=CC1=2)=O.[O-]S([O-])(=S)=O.[Na+].[Na+]. (3) Given the product [Br:1][C:2]1[CH:7]=[CH:6][C:5]([NH:8][C:9]2[C:10]([C:17]([NH2:23])=[O:18])=[CH:11][N:12]([CH3:16])[C:13](=[O:15])[CH:14]=2)=[C:4]([F:20])[CH:3]=1, predict the reactants needed to synthesize it. The reactants are: [Br:1][C:2]1[CH:7]=[CH:6][C:5]([NH:8][C:9]2[C:10]([C:17](O)=[O:18])=[CH:11][N:12]([CH3:16])[C:13](=[O:15])[CH:14]=2)=[C:4]([F:20])[CH:3]=1.CC[N:23]=C=NCCCN(C)C.C1C=CC2N(O)N=NC=2C=1.[NH4+].[Cl-].CCN(CC)CC. (4) Given the product [CH3:22][C:19]1([CH3:23])[O:18][C@@H:17]([CH2:16][CH2:15][N:8]2[C:9](=[O:12])[CH:10]=[N:11][C:6]3[CH:5]=[CH:4][C:3]([O:2][CH3:1])=[N:13][C:7]2=3)[CH2:21][O:20]1, predict the reactants needed to synthesize it. The reactants are: [CH3:1][O:2][C:3]1[CH:4]=[CH:5][C:6]2[N:11]=[CH:10][C:9](=[O:12])[NH:8][C:7]=2[N:13]=1.I[CH2:15][CH2:16][C@H:17]1[CH2:21][O:20][C:19]([CH3:23])([CH3:22])[O:18]1.C(=O)([O-])[O-].[Cs+].[Cs+].O.